Task: Predict the reaction yield, written as a fraction of the theoretical maximum amount of product (1.0 means a 100% yield; for example, 0.34 means a 34% yield).. Dataset: Buchwald-Hartwig C-N cross coupling reaction yields with 55,370 reactions (1) The reactants are COc1ccc(Cl)cc1.Cc1ccc(N)cc1.O=S(=O)(O[Pd]1c2ccccc2-c2ccccc2N~1)C(F)(F)F.CC(C)c1cc(C(C)C)c(-c2ccccc2P(C2CCCCC2)C2CCCCC2)c(C(C)C)c1.CN(C)C(=NC(C)(C)C)N(C)C.COC(=O)c1cc(-c2cccs2)on1. No catalyst specified. The product is COc1ccc(Nc2ccc(C)cc2)cc1. The yield is 0. (2) The reactants are FC(F)(F)c1ccc(Br)cc1.Cc1ccc(N)cc1.O=S(=O)(O[Pd]1c2ccccc2-c2ccccc2N~1)C(F)(F)F.CC(C)c1cc(C(C)C)c(-c2ccccc2P(C2CCCCC2)C2CCCCC2)c(C(C)C)c1.CCN=P(N=P(N(C)C)(N(C)C)N(C)C)(N(C)C)N(C)C.c1ccc(CN(Cc2ccccc2)c2ccon2)cc1. No catalyst specified. The product is Cc1ccc(Nc2ccc(C(F)(F)F)cc2)cc1. The yield is 0.150.